This data is from Full USPTO retrosynthesis dataset with 1.9M reactions from patents (1976-2016). The task is: Predict the reactants needed to synthesize the given product. Given the product [C:14]([O:13][C:11]([NH:10][C:8]1[CH:9]=[C:5]([C:3]([OH:4])=[O:2])[N:6]([CH2:18][C:19]([OH:21])=[O:20])[N:7]=1)=[O:12])([CH3:17])([CH3:15])[CH3:16], predict the reactants needed to synthesize it. The reactants are: C[O:2][C:3]([C:5]1[N:6]([CH2:18][C:19]([O:21]C(C)(C)C)=[O:20])[N:7]=[C:8]([NH:10][C:11]([O:13][C:14]([CH3:17])([CH3:16])[CH3:15])=[O:12])[CH:9]=1)=[O:4].[OH-].[Li+].Cl.